Dataset: Full USPTO retrosynthesis dataset with 1.9M reactions from patents (1976-2016). Task: Predict the reactants needed to synthesize the given product. (1) Given the product [F:50][C:49]1[C:48]([CH3:51])=[CH:47][C:44]([CH2:45][C@H:12]([CH2:11][CH2:10][CH2:9][CH2:8][O:7][CH2:6][C:5]2[CH:28]=[CH:29][C:2]([F:1])=[C:3]([CH3:30])[CH:4]=2)[C:13]([N:15]2[C@H:19]([CH2:20][C:21]3[CH:26]=[CH:25][CH:24]=[CH:23][CH:22]=3)[CH2:18][O:17][C:16]2=[O:27])=[O:14])=[CH:43][C:42]=1[CH3:41], predict the reactants needed to synthesize it. The reactants are: [F:1][C:2]1[CH:29]=[CH:28][C:5]([CH2:6][O:7][CH2:8][CH2:9][CH2:10][CH2:11][CH2:12][C:13]([N:15]2[C@H:19]([CH2:20][C:21]3[CH:26]=[CH:25][CH:24]=[CH:23][CH:22]=3)[CH2:18][O:17][C:16]2=[O:27])=[O:14])=[CH:4][C:3]=1[CH3:30].[Li+].C[Si]([N-][Si](C)(C)C)(C)C.[CH3:41][C:42]1[CH:43]=[C:44]([CH:47]=[C:48]([CH3:51])[C:49]=1[F:50])[CH2:45]Br. (2) Given the product [CH3:5][O:4][N:3]([CH3:2])[C:18](=[O:20])[CH2:17][CH2:16][C:10]1[CH:11]=[CH:12][CH:13]=[CH:14][CH:15]=1, predict the reactants needed to synthesize it. The reactants are: Cl.[CH3:2][NH:3][O:4][CH3:5].C[Al](C)C.[C:10]1([CH2:16][CH2:17][C:18]([O:20]C)=O)[CH:15]=[CH:14][CH:13]=[CH:12][CH:11]=1. (3) Given the product [Si:1]([O:8][CH2:9][C:10]1[C:11]([N:24]([CH3:23])[C:25]2[CH:26]=[N:27][CH:28]=[CH:29][CH:30]=2)=[N:12][CH:13]=[CH:14][CH:15]=1)([C:4]([CH3:7])([CH3:6])[CH3:5])([CH3:3])[CH3:2], predict the reactants needed to synthesize it. The reactants are: [Si:1]([O:8][CH2:9][C:10]1[C:11](Cl)=[N:12][CH:13]=[CH:14][CH:15]=1)([C:4]([CH3:7])([CH3:6])[CH3:5])([CH3:3])[CH3:2].CC(C)([O-])C.[Na+].[CH3:23][NH:24][C:25]1[CH:26]=[N:27][CH:28]=[CH:29][CH:30]=1. (4) Given the product [CH:31]1([NH:30][C:28](=[O:29])[C:27]2[CH:26]=[C:25]([N:21]3[CH:22]=[CH:23][N:24]=[C:19]([NH:18][C:15]([C:10]4[CH:11]=[CH:12][CH:13]=[CH:14][C:9]=4[S:8][CH2:7][CH2:6][NH:4][CH2:3][CH2:1][OH:2])([CH3:17])[CH3:16])[C:20]3=[O:39])[C:36]([CH3:37])=[C:35]([F:38])[CH:34]=2)[CH2:32][CH2:33]1, predict the reactants needed to synthesize it. The reactants are: [CH2:1]([CH2:3][NH2:4])[OH:2].Cl[CH2:6][CH2:7][S:8][C:9]1[CH:14]=[CH:13][CH:12]=[CH:11][C:10]=1[C:15]([NH:18][C:19]1[C:20](=[O:39])[N:21]([C:25]2[CH:26]=[C:27]([CH:34]=[C:35]([F:38])[C:36]=2[CH3:37])[C:28]([NH:30][CH:31]2[CH2:33][CH2:32]2)=[O:29])[CH:22]=[CH:23][N:24]=1)([CH3:17])[CH3:16]. (5) Given the product [NH:1]1[C:9]2[C:4](=[CH:5][C:6]([CH2:10][N:11]([CH3:12])[C:27](=[O:29])/[CH:26]=[CH:25]/[C:20]3[CH:21]=[N:22][C:23]4[NH:24][C:15](=[O:14])[CH2:16][CH2:17][C:18]=4[CH:19]=3)=[CH:7][CH:8]=2)[CH:3]=[CH:2]1, predict the reactants needed to synthesize it. The reactants are: [NH:1]1[C:9]2[C:4](=[CH:5][C:6]([CH2:10][NH:11][CH3:12])=[CH:7][CH:8]=2)[CH:3]=[CH:2]1.Cl.[O:14]=[C:15]1[NH:24][C:23]2[N:22]=[CH:21][C:20](/[CH:25]=[CH:26]/[C:27]([OH:29])=O)=[CH:19][C:18]=2[CH2:17][CH2:16]1.